This data is from Full USPTO retrosynthesis dataset with 1.9M reactions from patents (1976-2016). The task is: Predict the reactants needed to synthesize the given product. (1) Given the product [N:1]12[CH2:8][CH2:7][CH:4]([CH2:5][CH2:6]1)[CH:3]([O:9][C:10](=[O:23])[NH:11][C:12]([C:15]1[CH:20]=[C:19]([CH2:24][CH:25]([CH3:30])[CH3:26])[CH:18]=[CH:17][C:16]=1[F:22])([CH3:14])[CH3:13])[CH2:2]2, predict the reactants needed to synthesize it. The reactants are: [N:1]12[CH2:8][CH2:7][CH:4]([CH2:5][CH2:6]1)[CH:3]([O:9][C:10](=[O:23])[NH:11][C:12]([C:15]1[CH:20]=[C:19](Br)[CH:18]=[CH:17][C:16]=1[F:22])([CH3:14])[CH3:13])[CH2:2]2.[CH3:24][CH:25]([CH3:30])[CH2:26]B(O)O. (2) Given the product [CH2:1]([C:3]1[CH:4]=[CH:5][C:6]([F:24])=[C:7]([N:9]([CH2:18][C:19]2[CH:23]=[CH:22][N:21]([C:31]3[CH:36]=[CH:35][CH:34]=[CH:33][CH:32]=3)[N:20]=2)[C:10]2[CH:17]=[CH:16][C:13]([C:14]#[N:15])=[CH:12][CH:11]=2)[CH:8]=1)[CH3:2], predict the reactants needed to synthesize it. The reactants are: [CH2:1]([C:3]1[CH:4]=[CH:5][C:6]([F:24])=[C:7]([N:9]([CH2:18][C:19]2[CH:23]=[CH:22][NH:21][N:20]=2)[C:10]2[CH:17]=[CH:16][C:13]([C:14]#[N:15])=[CH:12][CH:11]=2)[CH:8]=1)[CH3:2].N1C=CC=CC=1.[C:31]1(B(O)O)[CH:36]=[CH:35][CH:34]=[CH:33][CH:32]=1. (3) Given the product [Br:1][C:14]1[S:13][C:12]([NH:11][C:8]2[CH:7]=[CH:6][C:5]([O:4][CH3:3])=[CH:10][CH:9]=2)=[N:16][CH:15]=1, predict the reactants needed to synthesize it. The reactants are: [Br:1]Br.[CH3:3][O:4][C:5]1[CH:10]=[CH:9][C:8]([NH:11][C:12]2[S:13][CH:14]=[CH:15][N:16]=2)=[CH:7][CH:6]=1. (4) The reactants are: [Cl:1][C:2]1[CH:11]=[CH:10][C:9](I)=[CH:8][C:3]=1[C:4]([O:6][CH3:7])=[O:5].[C:35]1(C)[C:34]([C:39](P(C(C2[C:34]([CH3:39])=[CH:35][CH:36]=[CH:37]C=2)=O)C([C:35]2[C:34]([CH3:39])=CC=[CH:37][CH:36]=2)=O)=O)=CC=[CH:37][CH:36]=1.C1CCCC=1. Given the product [Cl:1][C:2]1[CH:11]=[CH:10][C:9]([CH:34]2[CH2:35][CH2:36][CH:37]=[CH:39]2)=[CH:8][C:3]=1[C:4]([O:6][CH3:7])=[O:5], predict the reactants needed to synthesize it. (5) Given the product [C:18]1([CH:2]2[C:3](=[O:7])[CH2:4][CH2:5][CH2:6][C:1]2=[O:8])[CH:23]=[CH:22][CH:21]=[CH:20][CH:19]=1, predict the reactants needed to synthesize it. The reactants are: [C:1]1(=[O:8])[CH2:6][CH2:5][CH2:4][C:3](=[O:7])[CH2:2]1.[O-]P([O-])([O-])=O.[K+].[K+].[K+].Br[C:18]1[CH:23]=[CH:22][CH:21]=[CH:20][CH:19]=1. (6) Given the product [F:1][C:2]1[CH:8]=[CH:7][C:5]([N:6]2[C:15](=[O:16])[CH2:14][CH:10]([C:11]([OH:13])=[O:12])[CH2:9]2)=[CH:4][CH:3]=1, predict the reactants needed to synthesize it. The reactants are: [F:1][C:2]1[CH:8]=[CH:7][C:5]([NH2:6])=[CH:4][CH:3]=1.[CH2:9]=[C:10]([CH2:14][C:15](O)=[O:16])[C:11]([OH:13])=[O:12].